Dataset: Reaction yield outcomes from USPTO patents with 853,638 reactions. Task: Predict the reaction yield, written as a fraction of the theoretical maximum amount of product (1.0 means a 100% yield; for example, 0.34 means a 34% yield). (1) The reactants are [CH:1]1([N:7]2[C:11]3[N:12]=[C:13]([C:16]#[N:17])[N:14]=[CH:15][C:10]=3[CH:9]=[C:8]2[CH2:18][C:19]2[CH:24]=[CH:23][C:22]([CH2:25]O)=[CH:21][CH:20]=2)[CH2:6][CH2:5][CH2:4][CH2:3][CH2:2]1.C1(P(C2C=CC=CC=2)C2C=CC=CC=2)C=CC=CC=1.C(Br)(Br)(Br)[Br:47]. The catalyst is C(Cl)Cl. The product is [Br:47][CH2:25][C:22]1[CH:23]=[CH:24][C:19]([CH2:18][C:8]2[N:7]([CH:1]3[CH2:6][CH2:5][CH2:4][CH2:3][CH2:2]3)[C:11]3[N:12]=[C:13]([C:16]#[N:17])[N:14]=[CH:15][C:10]=3[CH:9]=2)=[CH:20][CH:21]=1. The yield is 0.739. (2) The reactants are [N:1]1[CH:6]=[CH:5][CH:4]=[C:3]([CH2:7][NH:8][C:9]([C:11]2[S:15][C:14]([C:16]3[NH:17][N:18]=[CH:19][CH:20]=3)=[N:13][C:12]=2[CH3:21])=[O:10])[CH:2]=1.Cl[CH2:23][C:24]([C:27]1[CH:32]=[CH:31][CH:30]=[CH:29][CH:28]=1)([CH3:26])[CH3:25]. No catalyst specified. The product is [N:1]1[CH:6]=[CH:5][CH:4]=[C:3]([CH2:7][NH:8][C:9]([C:11]2[S:15][C:14]([C:16]3[CH:20]=[CH:19][N:18]([CH2:23][C:24]([CH3:26])([C:27]4[CH:32]=[CH:31][CH:30]=[CH:29][CH:28]=4)[CH3:25])[N:17]=3)=[N:13][C:12]=2[CH3:21])=[O:10])[CH:2]=1. The yield is 0.200. (3) The reactants are [OH-].[K+].S([O-])([O-])(=O)=O.[Na+].[Na+].[CH2:10]([N:12]1[C:24]2[CH:23]=[CH:22][CH:21]=[CH:20][C:19]=2[C:18]2[C:13]1=[CH:14][CH:15]=[CH:16][CH:17]=2)[CH3:11].[C:25]1([NH:31][N:32]=[CH:33]C2C=CC3NC4C(C=3C=2)=CC=CC=4)[CH:30]=[CH:29][CH:28]=[CH:27][CH:26]=1.[CH2:47]([CH:49]1[O:51][CH2:50]1)Cl. The catalyst is [O-]S([O-])(=O)=O.[Na+].[Na+]. The product is [O:51]1[CH2:50][CH:49]1[CH2:47][N:31]([C:25]1[CH:30]=[CH:29][CH:28]=[CH:27][CH:26]=1)[N:32]=[CH:33][C:16]1[CH:15]=[CH:14][C:13]2[N:12]([CH2:10][CH3:11])[C:24]3[C:19]([C:18]=2[CH:17]=1)=[CH:20][CH:21]=[CH:22][CH:23]=3. The yield is 0.785. (4) The reactants are [CH2:1]([CH:3]([C:6]1[C:10]([CH2:11][CH2:12][CH2:13][OH:14])=[CH:9][N:8]([C:15]2[N:20]=[CH:19][C:18]([C:21]([F:24])([F:23])[F:22])=[CH:17][N:16]=2)[N:7]=1)[CH2:4][CH3:5])[CH3:2].O[C:26]1[C:31]([CH3:32])=[CH:30][CH:29]=[CH:28][C:27]=1[CH2:33][C:34]([O:36]C)=[O:35].C(P(CCCC)CCCC)CCC.N(C(N1CCCCC1)=O)=NC(N1CCCCC1)=O. The catalyst is O1CCCC1. The product is [CH2:1]([CH:3]([C:6]1[C:10]([CH2:11][CH2:12][CH2:13][O:14][C:26]2[C:31]([CH3:32])=[CH:30][CH:29]=[CH:28][C:27]=2[CH2:33][C:34]([OH:36])=[O:35])=[CH:9][N:8]([C:15]2[N:16]=[CH:17][C:18]([C:21]([F:22])([F:24])[F:23])=[CH:19][N:20]=2)[N:7]=1)[CH2:4][CH3:5])[CH3:2]. The yield is 0.300. (5) The reactants are [CH2:1]([S:3]([N:6]1[CH2:11][CH2:10][CH:9]([C:12]2[C:20]3[C:15](=[C:16]([C:29]([NH2:31])=[O:30])[CH:17]=[C:18]([C:21]4[CH:26]=[CH:25][CH:24]=[C:23]([CH:27]=O)[CH:22]=4)[CH:19]=3)[NH:14][CH:13]=2)[CH2:8][CH2:7]1)(=[O:5])=[O:4])[CH3:2].[NH:32]1[CH2:37][CH2:36][CH2:35][CH:34]([CH2:38][OH:39])[CH2:33]1.[BH-](OC(C)=O)(OC(C)=O)OC(C)=O.[Na+]. No catalyst specified. The product is [CH2:1]([S:3]([N:6]1[CH2:7][CH2:8][CH:9]([C:12]2[C:20]3[C:15](=[C:16]([C:29]([NH2:31])=[O:30])[CH:17]=[C:18]([C:21]4[CH:26]=[CH:25][CH:24]=[C:23]([CH2:27][N:32]5[CH2:37][CH2:36][CH2:35][CH:34]([CH2:38][OH:39])[CH2:33]5)[CH:22]=4)[CH:19]=3)[NH:14][CH:13]=2)[CH2:10][CH2:11]1)(=[O:5])=[O:4])[CH3:2]. The yield is 0.170. (6) The reactants are [OH:1][CH2:2][CH2:3][C@@H:4]1[O:8][C:7]([CH3:10])([CH3:9])[O:6][C:5]1=[O:11].[S:12](Cl)([CH3:15])(=[O:14])=[O:13].C(N(CC)CC)C. The catalyst is ClCCl. The product is [S:12]([O:1][CH2:2][CH2:3][C@@H:4]1[O:8][C:7]([CH3:9])([CH3:10])[O:6][C:5]1=[O:11])([CH3:15])(=[O:14])=[O:13]. The yield is 1.00.